This data is from Peptide-MHC class I binding affinity with 185,985 pairs from IEDB/IMGT. The task is: Regression. Given a peptide amino acid sequence and an MHC pseudo amino acid sequence, predict their binding affinity value. This is MHC class I binding data. The peptide sequence is TTILGLLPM. The MHC is HLA-A02:03 with pseudo-sequence HLA-A02:03. The binding affinity (normalized) is 0.438.